From a dataset of Full USPTO retrosynthesis dataset with 1.9M reactions from patents (1976-2016). Predict the reactants needed to synthesize the given product. (1) Given the product [CH2:46]([O:45][CH:32]([O:31][CH2:29][CH3:30])[C:33]1[CH:40]=[C:39]([C:41]([F:43])([F:44])[F:42])[CH:38]=[CH:37][C:34]=1[CH2:35][NH:1][C:2]1[CH:6]=[CH:5][NH:4][C:3]=1[C:7]([O:9][CH2:10][CH3:11])=[O:8])[CH3:47], predict the reactants needed to synthesize it. The reactants are: [NH2:1][C:2]1[CH:6]=[CH:5][NH:4][C:3]=1[C:7]([O:9][CH2:10][CH3:11])=[O:8].CCN(C(C)C)C(C)C.CC(O)=O.[B-]C#N.[Na+].[CH2:29]([O:31][CH:32]([O:45][CH2:46][CH3:47])[C:33]1[CH:40]=[C:39]([C:41]([F:44])([F:43])[F:42])[CH:38]=[CH:37][C:34]=1[CH:35]=O)[CH3:30]. (2) Given the product [NH2:1][C:2]1[C:7]2[C:8](=[O:25])[N:9]([C:13]3[CH:14]=[CH:15][C:16]([C:19]([CH3:23])([CH3:24])[C:20]#[N:22])=[CH:17][CH:18]=3)[CH2:10][CH2:11][O:12][C:6]=2[N:5]=[CH:4][N:3]=1, predict the reactants needed to synthesize it. The reactants are: [NH2:1][C:2]1[C:7]2[C:8](=[O:25])[N:9]([C:13]3[CH:18]=[CH:17][C:16]([C:19]([CH3:24])([CH3:23])[C:20]([NH2:22])=O)=[CH:15][CH:14]=3)[CH2:10][CH2:11][O:12][C:6]=2[N:5]=[CH:4][N:3]=1.C(Cl)(=O)C(Cl)=O.C(=O)(O)[O-].[Na+].